This data is from NCI-60 drug combinations with 297,098 pairs across 59 cell lines. The task is: Regression. Given two drug SMILES strings and cell line genomic features, predict the synergy score measuring deviation from expected non-interaction effect. (1) Drug 1: CC1=C2C(C(=O)C3(C(CC4C(C3C(C(C2(C)C)(CC1OC(=O)C(C(C5=CC=CC=C5)NC(=O)OC(C)(C)C)O)O)OC(=O)C6=CC=CC=C6)(CO4)OC(=O)C)O)C)O. Drug 2: C1=CC=C(C(=C1)C(C2=CC=C(C=C2)Cl)C(Cl)Cl)Cl. Cell line: NCI-H522. Synergy scores: CSS=4.66, Synergy_ZIP=4.83, Synergy_Bliss=11.9, Synergy_Loewe=9.94, Synergy_HSA=11.7. (2) Drug 1: C1CCN(CC1)CCOC2=CC=C(C=C2)C(=O)C3=C(SC4=C3C=CC(=C4)O)C5=CC=C(C=C5)O. Drug 2: CC1=C(C(=CC=C1)Cl)NC(=O)C2=CN=C(S2)NC3=CC(=NC(=N3)C)N4CCN(CC4)CCO. Cell line: HOP-92. Synergy scores: CSS=29.5, Synergy_ZIP=-1.39, Synergy_Bliss=1.48, Synergy_Loewe=-38.7, Synergy_HSA=0.883. (3) Drug 1: CC1CCC2CC(C(=CC=CC=CC(CC(C(=O)C(C(C(=CC(C(=O)CC(OC(=O)C3CCCCN3C(=O)C(=O)C1(O2)O)C(C)CC4CCC(C(C4)OC)OCCO)C)C)O)OC)C)C)C)OC. Drug 2: CC(C)NC(=O)C1=CC=C(C=C1)CNNC.Cl. Cell line: SNB-75. Synergy scores: CSS=-0.818, Synergy_ZIP=2.67, Synergy_Bliss=5.38, Synergy_Loewe=0.763, Synergy_HSA=1.98. (4) Drug 1: C1C(C(OC1N2C=C(C(=O)NC2=O)F)CO)O. Drug 2: C(CCl)NC(=O)N(CCCl)N=O. Cell line: OVCAR3. Synergy scores: CSS=6.33, Synergy_ZIP=-3.25, Synergy_Bliss=-1.55, Synergy_Loewe=-13.7, Synergy_HSA=-4.16. (5) Synergy scores: CSS=2.44, Synergy_ZIP=-0.0469, Synergy_Bliss=1.90, Synergy_Loewe=1.90, Synergy_HSA=1.34. Drug 1: CC12CCC(CC1=CCC3C2CCC4(C3CC=C4C5=CN=CC=C5)C)O. Cell line: SNB-75. Drug 2: CCCCC(=O)OCC(=O)C1(CC(C2=C(C1)C(=C3C(=C2O)C(=O)C4=C(C3=O)C=CC=C4OC)O)OC5CC(C(C(O5)C)O)NC(=O)C(F)(F)F)O.